Dataset: Reaction yield outcomes from USPTO patents with 853,638 reactions. Task: Predict the reaction yield, written as a fraction of the theoretical maximum amount of product (1.0 means a 100% yield; for example, 0.34 means a 34% yield). (1) The reactants are [F:1][C:2]1[CH:7]=[C:6]([CH3:8])[CH:5]=[CH:4][C:3]=1[NH:9][C:10]1[CH:18]=[C:17]2[C:13]([C:14]([CH2:29][N:30](C)[C:31](=O)OC(C)(C)C)=[CH:15][N:16]2[S:19]([C:22]2[CH:27]=[CH:26][CH:25]=[C:24]([F:28])[CH:23]=2)(=[O:21])=[O:20])=[CH:12][CH:11]=1.[ClH:39].CO. No catalyst specified. The product is [ClH:39].[F:1][C:2]1[CH:7]=[C:6]([CH3:8])[CH:5]=[CH:4][C:3]=1[NH:9][C:10]1[CH:18]=[C:17]2[C:13]([C:14]([CH2:29][NH:30][CH3:31])=[CH:15][N:16]2[S:19]([C:22]2[CH:27]=[CH:26][CH:25]=[C:24]([F:28])[CH:23]=2)(=[O:21])=[O:20])=[CH:12][CH:11]=1. The yield is 0.630. (2) The yield is 0.464. The reactants are [N:1]1[CH:6]=[CH:5][CH:4]=[CH:3][C:2]=1[C:7]1[CH:12]=[CH:11][CH:10]=[CH:9][N:8]=1.[CH3:13][O:14][C:15]1[CH:20]=[CH:19][CH:18]=[CH:17][C:16]=1[Li].[Cl-].[NH4+].[Mn]([O-])(=O)(=O)=O.[K+]. The catalyst is CC(C)=O.C(OCC)C. The product is [CH3:13][O:14][C:15]1[CH:20]=[CH:19][CH:18]=[CH:17][C:16]=1[C:6]1[N:1]=[C:2]([C:7]2[CH:12]=[CH:11][CH:10]=[CH:9][N:8]=2)[CH:3]=[CH:4][CH:5]=1. (3) The yield is 0.630. The reactants are [NH2:1][C:2]1[CH:3]=[C:4]([C@H:8]([N:15]([CH3:27])[C:16](=[O:26])[CH2:17][C:18]2[CH:23]=[CH:22][C:21]([Cl:24])=[C:20]([Cl:25])[CH:19]=2)[CH2:9][N:10]2[CH2:14][CH2:13][CH2:12][CH2:11]2)[CH:5]=[CH:6][CH:7]=1.N1C=CC=CC=1.[CH3:34][S:35](Cl)(=[O:37])=[O:36].O. The catalyst is ClCCl. The product is [Cl:25][C:20]1[CH:19]=[C:18]([CH2:17][C:16]([N:15]([CH3:27])[C@@H:8]([C:4]2[CH:5]=[CH:6][CH:7]=[C:2]([NH:1][S:35]([CH3:34])(=[O:37])=[O:36])[CH:3]=2)[CH2:9][N:10]2[CH2:11][CH2:12][CH2:13][CH2:14]2)=[O:26])[CH:23]=[CH:22][C:21]=1[Cl:24]. (4) The catalyst is O1CCOCC1.CCOC(C)=O.C1C=CC(P(C2C=CC=CC=2)[C-]2C=CC=C2)=CC=1.C1C=CC(P(C2C=CC=CC=2)[C-]2C=CC=C2)=CC=1.Cl[Pd]Cl.[Fe+2]. The yield is 0.747. The product is [CH3:15][C@H:10]1[O:11][C@@H:12]([CH3:14])[CH2:13][N:8]([C:4]2[CH:5]=[CH:6][CH:7]=[C:2]([B:16]3[O:20][C:19]([CH3:22])([CH3:21])[C:18]([CH3:24])([CH3:23])[O:17]3)[CH:3]=2)[CH2:9]1. The reactants are Br[C:2]1[CH:3]=[C:4]([N:8]2[CH2:13][C@H:12]([CH3:14])[O:11][C@H:10]([CH3:15])[CH2:9]2)[CH:5]=[CH:6][CH:7]=1.[B:16]1([B:16]2[O:20][C:19]([CH3:22])([CH3:21])[C:18]([CH3:24])([CH3:23])[O:17]2)[O:20][C:19]([CH3:22])([CH3:21])[C:18]([CH3:24])([CH3:23])[O:17]1.C(Cl)Cl.C([O-])(=O)C.[K+]. (5) The reactants are [Cl:1][C:2]1[CH:3]=[C:4]([CH:7]=[C:8]([O:10]C)[CH:9]=1)[CH:5]=[O:6].B(Br)(Br)Br.O. The catalyst is C(Cl)Cl. The product is [Cl:1][C:2]1[CH:3]=[C:4]([CH:7]=[C:8]([OH:10])[CH:9]=1)[CH:5]=[O:6]. The yield is 0.250. (6) The reactants are [CH3:1][C@H:2]1[CH2:6][CH2:5][CH2:4][N:3]1[C:7]1[CH:12]=[CH:11][C:10]([N+:13]([O-])=O)=[C:9]([C:16]([F:19])([F:18])[F:17])[CH:8]=1. The catalyst is CO.[Pd]. The product is [CH3:1][C@H:2]1[CH2:6][CH2:5][CH2:4][N:3]1[C:7]1[CH:12]=[CH:11][C:10]([NH2:13])=[C:9]([C:16]([F:18])([F:17])[F:19])[CH:8]=1. The yield is 0.980.